This data is from Reaction yield outcomes from USPTO patents with 853,638 reactions. The task is: Predict the reaction yield, written as a fraction of the theoretical maximum amount of product (1.0 means a 100% yield; for example, 0.34 means a 34% yield). (1) The reactants are [Br:1][C:2]1[CH:3]=[C:4]2[C:9](=[CH:10][CH:11]=1)[N:8]=[CH:7][CH:6]=[CH:5]2.[N:12]([O-:14])=[O:13].[Na+].[N+]([O-])(O)=O.[OH-].[NH4+]. The catalyst is S(=O)(=O)(O)O. The product is [Br:1][C:2]1[C:3]([N+:12]([O-:14])=[O:13])=[C:4]2[C:9](=[CH:10][CH:11]=1)[N:8]=[CH:7][CH:6]=[CH:5]2. The yield is 0.930. (2) The reactants are [C:1]([O:5][C:6]([NH:8][C:9]1[C:14]([C:15](O)=[O:16])=[C:13]([O:18][CH3:19])[C:12]([CH2:20][N:21]2[CH2:26][CH2:25][O:24][CH2:23][CH2:22]2)=[C:11]([O:27][CH3:28])[CH:10]=1)=[O:7])([CH3:4])([CH3:3])[CH3:2].CC[N:31]=C=NCCCN(C)C.Cl.Cl.C1C=CC2N(O)N=NC=2C=1.C(N(CC)CC)C.[OH-].[NH4+]. The catalyst is C1COCC1. The product is [C:1]([O:5][C:6](=[O:7])[NH:8][C:9]1[CH:10]=[C:11]([O:27][CH3:28])[C:12]([CH2:20][N:21]2[CH2:22][CH2:23][O:24][CH2:25][CH2:26]2)=[C:13]([O:18][CH3:19])[C:14]=1[C:15](=[O:16])[NH2:31])([CH3:4])([CH3:3])[CH3:2]. The yield is 0.500. (3) The reactants are C([O:3][C:4]([C:6]1[C:7]([C:17]2[CH:22]=[CH:21][C:20]([NH:23][C:24]3[S:25][C:26]4[CH:32]=[C:31]([F:33])[CH:30]=[CH:29][C:27]=4[N:28]=3)=[CH:19][CH:18]=2)=[N:8][O:9][C:10]=1[C:11]1[CH:16]=[CH:15][CH:14]=[CH:13][CH:12]=1)=[O:5])C.[OH-].[Na+]. The catalyst is C1COCC1. The product is [F:33][C:31]1[CH:30]=[CH:29][C:27]2[N:28]=[C:24]([NH:23][C:20]3[CH:21]=[CH:22][C:17]([C:7]4[C:6]([C:4]([OH:5])=[O:3])=[C:10]([C:11]5[CH:16]=[CH:15][CH:14]=[CH:13][CH:12]=5)[O:9][N:8]=4)=[CH:18][CH:19]=3)[S:25][C:26]=2[CH:32]=1. The yield is 0.782. (4) The reactants are [OH:1][C:2]1[C:15]2[C:14](=[O:16])[C:13]3[C:8](=[CH:9][CH:10]=[CH:11][CH:12]=3)[C:7](=[O:17])[C:6]=2[CH:5]=[CH:4][C:3]=1O.[C:19]([O-:22])([O-])=O.[K+].[K+].Br[CH2:26][CH2:27][CH2:28][CH2:29][CH2:30][CH2:31][CH2:32][CH2:33][CH2:34][CH2:35][CH2:36][CH2:37][CH2:38][CH2:39][CH2:40][CH2:41][CH2:42][CH3:43]. The catalyst is CN(C)C(=O)C. The product is [CH2:26]([O:1][C:2]1[C:15]2[C:14](=[O:16])[C:13]3[C:8](=[CH:9][CH:10]=[CH:11][CH:12]=3)[C:7](=[O:17])[C:6]=2[CH:5]=[CH:4][C:3]=1[O:22][CH2:19][CH2:42][CH2:41][CH2:40][CH2:39][CH2:38][CH2:37][CH2:36][CH2:35][CH2:34][CH2:33][CH2:32][CH2:31][CH2:30][CH2:29][CH2:28][CH2:27][CH3:26])[CH2:27][CH2:28][CH2:29][CH2:30][CH2:31][CH2:32][CH2:33][CH2:34][CH2:35][CH2:36][CH2:37][CH2:38][CH2:39][CH2:40][CH2:41][CH2:42][CH3:43]. The yield is 0.930. (5) The reactants are [NH2:1][C:2]1[N:3]=[C:4]([N:13]2[CH2:18][CH2:17][O:16][CH2:15][CH2:14]2)[C:5]2[N:11]=[C:10](Cl)[CH:9]=[CH:8][C:6]=2[N:7]=1.C(=O)([O-])[O-].[K+].[K+].[Br:25][C:26]1[CH:31]=[CH:30][CH:29]=[CH:28][C:27]=1B(O)O. The catalyst is O1CCOCC1.O.C1C=CC([P]([Pd]([P](C2C=CC=CC=2)(C2C=CC=CC=2)C2C=CC=CC=2)([P](C2C=CC=CC=2)(C2C=CC=CC=2)C2C=CC=CC=2)[P](C2C=CC=CC=2)(C2C=CC=CC=2)C2C=CC=CC=2)(C2C=CC=CC=2)C2C=CC=CC=2)=CC=1. The product is [NH2:1][C:2]1[N:3]=[C:4]([N:13]2[CH2:18][CH2:17][O:16][CH2:15][CH2:14]2)[C:5]2[N:11]=[C:10]([C:27]3[CH:28]=[CH:29][CH:30]=[CH:31][C:26]=3[Br:25])[CH:9]=[CH:8][C:6]=2[N:7]=1. The yield is 0.300. (6) The reactants are C(O)(=[O:9])C(CCC)CCC.[O-]CC.[Mg+2:14].[O-]CC.C(#N)C.[C:21]([O-:30])(=[O:29])[CH:22]([CH2:26][CH2:27][CH3:28])[CH2:23][CH2:24][CH3:25].[Mg+2].[C:32]([O-:41])(=[O:40])[CH:33]([CH2:37][CH2:38][CH3:39])[CH2:34][CH2:35][CH3:36]. The catalyst is C(O)C. The product is [OH2:9].[C:21]([O-:30])(=[O:29])[CH:22]([CH2:26][CH2:27][CH3:28])[CH2:23][CH2:24][CH3:25].[Mg+2:14].[C:32]([O-:41])(=[O:40])[CH:33]([CH2:37][CH2:38][CH3:39])[CH2:34][CH2:35][CH3:36]. The yield is 0.890. (7) The reactants are Br[CH2:2][C:3](=O)[C:4]([O:6][CH2:7][CH3:8])=[O:5].[C:10]([C:12]1[C:17]2[N:18]=[C:19]([C:21](=[S:23])[NH2:22])[O:20][C:16]=2[C:15]([F:24])=[C:14]([C:25]2[CH:30]=[CH:29][CH:28]=[CH:27][CH:26]=2)[C:13]=1[CH3:31])#[N:11].O.C1(C)C=CC(S(O)(=O)=O)=CC=1.C(=O)([O-])O.[Na+]. The catalyst is O.C1(C)C=CC=CC=1. The product is [C:10]([C:12]1[C:17]2[N:18]=[C:19]([C:21]3[S:23][CH:2]=[C:3]([C:4]([O:6][CH2:7][CH3:8])=[O:5])[N:22]=3)[O:20][C:16]=2[C:15]([F:24])=[C:14]([C:25]2[CH:30]=[CH:29][CH:28]=[CH:27][CH:26]=2)[C:13]=1[CH3:31])#[N:11]. The yield is 0.912.